From a dataset of Forward reaction prediction with 1.9M reactions from USPTO patents (1976-2016). Predict the product of the given reaction. (1) Given the reactants Cl.[I-].[CH3:3][O:4][C:5]1[CH:14]=[CH:13][C:12]([C:15]2[CH:20]=[CH:19][N+:18]([CH3:21])=[CH:17][CH:16]=2)=[C:11]2[C:6]=1[CH2:7][CH2:8][NH:9][CH2:10]2.[BH3-]C#N.[Na+].B(F)(F)F.CCOCC.C([O-])([O-])=O.[K+].[K+], predict the reaction product. The product is: [CH3:3][O:4][C:5]1[CH:14]=[CH:13][C:12]([C:15]2[CH2:20][CH2:19][N:18]([CH3:21])[CH2:17][CH:16]=2)=[C:11]2[C:6]=1[CH2:7][CH2:8][NH:9][CH2:10]2. (2) Given the reactants [NH2:1][C:2]1[N:7]=[C:6]([CH3:8])[C:5]([CH2:9][C:10]2[CH:32]=[CH:31][C:13]([O:14][CH2:15][CH2:16][O:17][CH2:18][CH2:19][C:20]([P:23](=[O:30])([O:27]CC)[O:24]CC)([F:22])[F:21])=[CH:12][C:11]=2[O:33][CH3:34])=[C:4]([NH:35][CH2:36][CH2:37][CH2:38][CH2:39][CH3:40])[N:3]=1.C[Si](Br)(C)C, predict the reaction product. The product is: [NH2:1][C:2]1[N:7]=[C:6]([CH3:8])[C:5]([CH2:9][C:10]2[CH:32]=[CH:31][C:13]([O:14][CH2:15][CH2:16][O:17][CH2:18][CH2:19][C:20]([P:23](=[O:24])([OH:27])[OH:30])([F:22])[F:21])=[CH:12][C:11]=2[O:33][CH3:34])=[C:4]([NH:35][CH2:36][CH2:37][CH2:38][CH2:39][CH3:40])[N:3]=1. (3) The product is: [CH:21]([N:16]1[C:17](=[O:20])[CH:18]=[CH:19][C:14]([C:31]#[C:30][Si:27]([CH3:29])([CH3:28])[CH3:26])=[N:15]1)([CH3:23])[CH3:22]. Given the reactants C(N(CC)CC)C.FC(F)(F)S(O[C:14]1[CH:19]=[CH:18][C:17](=[O:20])[N:16]([CH:21]([CH3:23])[CH3:22])[N:15]=1)(=O)=O.[CH3:26][Si:27]([C:30]#[CH:31])([CH3:29])[CH3:28].O, predict the reaction product.